Task: Predict which catalyst facilitates the given reaction.. Dataset: Catalyst prediction with 721,799 reactions and 888 catalyst types from USPTO (1) Reactant: [Br:1][C:2]1[N:7]=[CH:6][C:5]([CH2:8][N:9]2[C:14]3[N:15]=[CH:16][CH:17]=[CH:18][C:13]=3[C:12](=S)[C:11]([C:20]([O:22]CC)=O)=[N:10]2)=[CH:4][CH:3]=1.[NH2:25][NH2:26]. Product: [Br:1][C:2]1[N:7]=[CH:6][C:5]([CH2:8][N:9]2[C:14]3[N:15]=[CH:16][CH:17]=[CH:18][C:13]=3[C:12]3=[N:25][NH:26][C:20](=[O:22])[C:11]3=[N:10]2)=[CH:4][CH:3]=1. The catalyst class is: 8. (2) Reactant: [C:1]([CH:3]([NH:13][C:14](=O)[CH2:15][CH3:16])[CH2:4][O:5][CH2:6][C:7]1[CH:12]=[CH:11][CH:10]=[CH:9][CH:8]=1)#[N:2].C1(P(C2C=CC=CC=2)C2C=CC=CC=2)C=CC=CC=1.C(Cl)(Cl)(Cl)[Cl:38]. Product: [Cl:38][C:1]1[N:2]=[C:14]([CH2:15][CH3:16])[NH:13][C:3]=1[CH2:4][O:5][CH2:6][C:7]1[CH:12]=[CH:11][CH:10]=[CH:9][CH:8]=1. The catalyst class is: 10. (3) Reactant: [C:1]([C:4]1[C:9]([CH3:10])=[CH:8][C:7]([NH:11]C(=O)C)=[CH:6][C:5]=1F)(=[O:3])[CH3:2].[ClH:16].[OH-].[Na+]. Product: [NH2:11][C:7]1[CH:8]=[C:9]([CH3:10])[C:4]([C:1](=[O:3])[CH3:2])=[C:5]([Cl:16])[CH:6]=1. The catalyst class is: 8. (4) Reactant: Br[C:2]1[C:3]([N:22]2[CH2:26][CH2:25][CH2:24][C:23]2=[O:27])=[CH:4][C:5]2[O:9][C:8]([C:10]3[CH:15]=[CH:14][C:13]([F:16])=[CH:12][CH:11]=3)=[C:7]([C:17]([NH:19][CH3:20])=[O:18])[C:6]=2[CH:21]=1.[C:28]1([N:34]2[C:38]3[CH:39]=[C:40](B4OC(C)(C)C(C)(C)O4)[CH:41]=[CH:42][C:37]=3[N:36]=[CH:35]2)[CH:33]=[CH:32][CH:31]=[CH:30][CH:29]=1.[Br-]. Product: [F:16][C:13]1[CH:14]=[CH:15][C:10]([C:8]2[O:9][C:5]3[CH:4]=[C:3]([N:22]4[CH2:26][CH2:25][CH2:24][C:23]4=[O:27])[C:2]([C:40]4[CH:41]=[CH:42][C:37]5[N:36]=[CH:35][N:34]([C:28]6[CH:29]=[CH:30][CH:31]=[CH:32][CH:33]=6)[C:38]=5[CH:39]=4)=[CH:21][C:6]=3[C:7]=2[C:17]([NH:19][CH3:20])=[O:18])=[CH:11][CH:12]=1. The catalyst class is: 151. (5) Reactant: [F:1][C:2]1[C:7]([O:8]C)=[C:6]([N+:10]([O-:12])=[O:11])[CH:5]=[CH:4][C:3]=1[O:13][CH3:14].CCCCCC.BrB(Br)Br.O. Product: [F:1][C:2]1[C:3]([O:13][CH3:14])=[CH:4][CH:5]=[C:6]([N+:10]([O-:12])=[O:11])[C:7]=1[OH:8]. The catalyst class is: 11. (6) Reactant: [CH3:1][C:2]1[C:7]([CH3:8])=[CH:6][C:5]([NH2:9])=[C:4]([N+:10]([O-:12])=[O:11])[CH:3]=1.Br[CH2:14][CH2:15][CH2:16][CH2:17][CH2:18][C:19]([CH3:26])([CH3:25])[C:20]([O:22][CH2:23][CH3:24])=[O:21]. Product: [CH3:1][C:2]1[C:7]([CH3:8])=[CH:6][C:5]([NH:9][CH2:14][CH2:15][CH2:16][CH2:17][CH2:18][C:19]([CH3:25])([CH3:26])[C:20]([O:22][CH2:23][CH3:24])=[O:21])=[C:4]([N+:10]([O-:12])=[O:11])[CH:3]=1. The catalyst class is: 2. (7) Reactant: [CH2:1]([C:3]1([CH2:15][CH3:16])[CH2:14][CH2:13][C:6]2=[C:7]([C:10]([OH:12])=[O:11])[S:8][CH:9]=[C:5]2[CH2:4]1)[CH3:2].[Li][CH2:18][CH2:19]CC.C(I)C. Product: [CH2:18]([C:9]1[S:8][C:7]([C:10]([OH:12])=[O:11])=[C:6]2[CH2:13][CH2:14][C:3]([CH2:1][CH3:2])([CH2:15][CH3:16])[CH2:4][C:5]=12)[CH3:19]. The catalyst class is: 23. (8) Reactant: S(=O)(=O)(O)O.CO.[C:8]([C:11]1[CH:12]=[C:13]([CH:17]=[CH:18][CH:19]=1)[C:14]([OH:16])=[O:15])(=[O:10])[CH3:9].[C:20]([O-])(O)=O.[Na+]. Product: [CH3:20][O:15][C:14](=[O:16])[C:13]1[CH:17]=[CH:18][CH:19]=[C:11]([C:8](=[O:10])[CH3:9])[CH:12]=1. The catalyst class is: 6. (9) Reactant: [OH:1][CH:2]1[CH2:7][CH2:6][NH:5][CH2:4][CH2:3]1.C(=O)([O-])[O-].[K+].[K+].[C:14]([O:18][C:19](=[O:54])[NH:20][C:21]1[N:26]=[CH:25][C:24]([C:27]2[N:28]=[C:29]([N:48]3[CH2:53][CH2:52][O:51][CH2:50][CH2:49]3)[C:30]3[N:36]=[CH:35][C:34]([C:37]4[CH:42]=[CH:41][CH:40]=[C:39]([NH:43][C:44](=[O:47])[CH2:45]Cl)[CH:38]=4)=[CH:33][C:31]=3[N:32]=2)=[CH:23][N:22]=1)([CH3:17])([CH3:16])[CH3:15]. Product: [C:14]([O:18][C:19](=[O:54])[NH:20][C:21]1[N:22]=[CH:23][C:24]([C:27]2[N:28]=[C:29]([N:48]3[CH2:53][CH2:52][O:51][CH2:50][CH2:49]3)[C:30]3[N:36]=[CH:35][C:34]([C:37]4[CH:42]=[CH:41][CH:40]=[C:39]([NH:43][C:44](=[O:47])[CH2:45][N:5]5[CH2:6][CH2:7][CH:2]([OH:1])[CH2:3][CH2:4]5)[CH:38]=4)=[CH:33][C:31]=3[N:32]=2)=[CH:25][N:26]=1)([CH3:15])([CH3:16])[CH3:17]. The catalyst class is: 3. (10) Reactant: [C:1]12([CH2:11][O:12][C:13]3[CH:20]=[CH:19][C:16]([C:17]#[N:18])=[CH:15][C:14]=3Br)[CH2:10][CH:5]3[CH2:6][CH:7]([CH2:9][CH:3]([CH2:4]3)[CH2:2]1)[CH2:8]2.[CH:22]1(B(O)O)[CH2:24][CH2:23]1.P([O-])([O-])([O-])=O.[K+].[K+].[K+].F[B-](F)(F)F.C1(P(C2CCCCC2)C2CCCCC2)CCCCC1. Product: [C:1]12([CH2:11][O:12][C:13]3[CH:20]=[CH:19][C:16]([C:17]#[N:18])=[CH:15][C:14]=3[CH:22]3[CH2:24][CH2:23]3)[CH2:10][CH:5]3[CH2:6][CH:7]([CH2:9][CH:3]([CH2:4]3)[CH2:2]1)[CH2:8]2. The catalyst class is: 498.